Dataset: Reaction yield outcomes from USPTO patents with 853,638 reactions. Task: Predict the reaction yield, written as a fraction of the theoretical maximum amount of product (1.0 means a 100% yield; for example, 0.34 means a 34% yield). (1) The reactants are [Cl:1][C:2]1[CH:30]=[CH:29][C:5]([CH2:6][C:7]2[N:8]=[C:9]([C:17]3[C:18]([CH3:28])=[N:19][N:20]4[CH:25]=[CH:24][C:23]([CH2:26][NH2:27])=[CH:22][C:21]=34)[S:10][C:11]=2[C:12]2[NH:16][CH:15]=[N:14][N:13]=2)=[CH:4][CH:3]=1.[N:31]1[CH:36]=[CH:35][N:34]=[CH:33][C:32]=1[C:37](Cl)=[O:38].C(N(CC)C(C)C)(C)C. The catalyst is C(Cl)Cl.CN(C)C=O. The product is [Cl:1][C:2]1[CH:3]=[CH:4][C:5]([CH2:6][C:7]2[N:8]=[C:9]([C:17]3[C:18]([CH3:28])=[N:19][N:20]4[CH:25]=[CH:24][C:23]([CH2:26][NH:27][C:37]([C:32]5[CH:33]=[N:34][CH:35]=[CH:36][N:31]=5)=[O:38])=[CH:22][C:21]=34)[S:10][C:11]=2[C:12]2[NH:16][CH:15]=[N:14][N:13]=2)=[CH:29][CH:30]=1. The yield is 0.0300. (2) The reactants are [C:1]1([N:7]2[C:15]([NH2:16])=[C:14]3[C:9]([CH:10]=[CH:11][CH:12]=[CH:13]3)=[N:8]2)[CH:6]=[CH:5][CH:4]=[CH:3][CH:2]=1.[C:17]1(=O)[CH2:22][CH2:21][CH2:20][CH2:19][CH2:18]1.C(O)(=O)C.[Na]. The catalyst is C(Cl)Cl. The product is [CH:17]1([NH:16][C:15]2[N:7]([C:1]3[CH:2]=[CH:3][CH:4]=[CH:5][CH:6]=3)[N:8]=[C:9]3[C:14]=2[CH:13]=[CH:12][CH:11]=[CH:10]3)[CH2:22][CH2:21][CH2:20][CH2:19][CH2:18]1. The yield is 0.180.